Dataset: Peptide-MHC class II binding affinity with 134,281 pairs from IEDB. Task: Regression. Given a peptide amino acid sequence and an MHC pseudo amino acid sequence, predict their binding affinity value. This is MHC class II binding data. (1) The peptide sequence is ITLRQMSILTHVNNV. The MHC is H-2-IAb with pseudo-sequence H-2-IAb. The binding affinity (normalized) is 0.245. (2) The binding affinity (normalized) is 0.607. The peptide sequence is NRFSYIPNGALKFVD. The MHC is DRB1_0901 with pseudo-sequence DRB1_0901.